Dataset: Catalyst prediction with 721,799 reactions and 888 catalyst types from USPTO. Task: Predict which catalyst facilitates the given reaction. (1) Reactant: C(OC([NH:8][C@H:9]([C:35]([O:37][CH3:38])=[O:36])[CH2:10][C:11]1[CH:16]=[CH:15][C:14]([CH2:17][O:18][CH2:19][C:20]2[CH:25]=[CH:24][CH:23]=[C:22]([N:26](C(OC(C)(C)C)=O)[CH3:27])[N:21]=2)=[CH:13][CH:12]=1)=O)(C)(C)C.C(O)(C(F)(F)F)=O.N. Product: [CH3:27][NH:26][C:22]1[N:21]=[C:20]([CH2:19][O:18][CH2:17][C:14]2[CH:13]=[CH:12][C:11]([CH2:10][C@@H:9]([C:35]([O:37][CH3:38])=[O:36])[NH2:8])=[CH:16][CH:15]=2)[CH:25]=[CH:24][CH:23]=1. The catalyst class is: 61. (2) Product: [CH3:1][O:2][C:3]([C:5]1[CH:9]=[C:8]([C:15]2[CH:16]=[CH:17][CH:18]=[C:19]([N+:20]([O-:22])=[O:21])[C:14]=2[O:13][CH3:12])[O:7][C:6]=1[CH3:11])=[O:4]. Reactant: [CH3:1][O:2][C:3]([C:5]1[CH:9]=[C:8](Br)[O:7][C:6]=1[CH3:11])=[O:4].[CH3:12][O:13][C:14]1[C:19]([N+:20]([O-:22])=[O:21])=[CH:18][CH:17]=[CH:16][C:15]=1B1OC(C)(C)C(C)(C)O1.C(=O)([O-])[O-].[Na+].[Na+]. The catalyst class is: 12. (3) Reactant: [Br:1][C:2]1[CH:10]=[C:9]2[C:5]([CH:6]=[N:7][NH:8]2)=[CH:4][CH:3]=1.[OH-].[K+].CN(C=O)C.[I:18]I. Product: [Br:1][C:2]1[CH:10]=[C:9]2[C:5]([C:6]([I:18])=[N:7][NH:8]2)=[CH:4][CH:3]=1. The catalyst class is: 6.